From a dataset of Reaction yield outcomes from USPTO patents with 853,638 reactions. Predict the reaction yield, written as a fraction of the theoretical maximum amount of product (1.0 means a 100% yield; for example, 0.34 means a 34% yield). (1) The reactants are [F:1][C:2]1[CH:20]=[CH:19][C:5]([CH2:6][N:7]2[C:15]3[C:10](=[CH:11][CH:12]=[CH:13][CH:14]=3)[C:9]([C:16]([OH:18])=O)=[N:8]2)=[CH:4][CH:3]=1.CN(C(ON1N=NC2C=CC=CC1=2)=[N+](C)C)C.[B-](F)(F)(F)F.C(N(CC)CC)C.FC(F)(F)C(O)=O.[NH2:57][C@@H:58]([C:71]([CH3:74])([CH3:73])[CH3:72])[C:59]([NH:61][CH2:62][C:63]1[O:67][C:66]([C:68]([NH2:70])=[O:69])=[N:65][N:64]=1)=[O:60]. The catalyst is ClCCl. The product is [NH2:70][C:68]([C:66]1[O:67][C:63]([CH2:62][NH:61][C:59]([C@@H:58]([NH:57][C:16]([C:9]2[C:10]3[C:15](=[CH:14][CH:13]=[CH:12][CH:11]=3)[N:7]([CH2:6][C:5]3[CH:4]=[CH:3][C:2]([F:1])=[CH:20][CH:19]=3)[N:8]=2)=[O:18])[C:71]([CH3:73])([CH3:72])[CH3:74])=[O:60])=[N:64][N:65]=1)=[O:69]. The yield is 0.250. (2) The reactants are [N:1]1[CH:6]=[C:5]([C:7]([O-:9])=[O:8])[CH:4]=[CH:3][C:2]=1[C:10]([O:12]CC)=O.[BH4-].[Na+].[Cl-].[Ca+2].[Cl-].O.[CH2:21](O)[CH3:22]. No catalyst specified. The product is [OH:12][CH2:10][C:2]1[CH:3]=[CH:4][C:5]([C:7]([O:9][CH2:21][CH3:22])=[O:8])=[CH:6][N:1]=1. The yield is 0.840. (3) The reactants are [F-].C([N+](CCCC)(CCCC)CCCC)CCC.[N:19]1[CH:24]=[CH:23][C:22]([C:25]2[CH:32]=[CH:31][C:28]([CH:29]=[O:30])=[CH:27][CH:26]=2)=[CH:21][CH:20]=1.[F:33][C:34]([Si](C)(C)C)([F:36])[F:35].Cl. The catalyst is C1COCC1. The product is [F:33][C:34]([F:36])([F:35])[CH:29]([C:28]1[CH:31]=[CH:32][C:25]([C:22]2[CH:23]=[CH:24][N:19]=[CH:20][CH:21]=2)=[CH:26][CH:27]=1)[OH:30]. The yield is 0.510. (4) The reactants are C[O:2][C:3](=O)[CH2:4][C:5]([NH:7][C:8]1[CH:13]=[CH:12][C:11]([O:14][CH2:15][C:16]2[CH:21]=[CH:20][CH:19]=[CH:18][CH:17]=2)=[CH:10][CH:9]=1)=[O:6].[OH-].[NH4+:24]. No catalyst specified. The product is [CH2:15]([O:14][C:11]1[CH:12]=[CH:13][C:8]([NH:7][C:5](=[O:6])[CH2:4][C:3]([NH2:24])=[O:2])=[CH:9][CH:10]=1)[C:16]1[CH:21]=[CH:20][CH:19]=[CH:18][CH:17]=1. The yield is 0.850. (5) The reactants are [Br-].[Br:2][CH2:3][CH2:4][CH2:5][CH2:6][CH2:7][C@H:8]1[CH2:13][CH2:12][C@H:11]([NH3+:14])[CH2:10][CH2:9]1.[F:15][C:16]([F:28])([F:27])[C:17]1[CH:22]=[CH:21][C:20]([S:23](Cl)(=[O:25])=[O:24])=[CH:19][CH:18]=1.CCN(C(C)C)C(C)C. The catalyst is C(Cl)Cl.OS([O-])(=O)=O.[K+].CC(OC)(C)C. The product is [Br:2][CH2:3][CH2:4][CH2:5][CH2:6][CH2:7][C@H:8]1[CH2:9][CH2:10][C@H:11]([NH:14][S:23]([C:20]2[CH:19]=[CH:18][C:17]([C:16]([F:15])([F:27])[F:28])=[CH:22][CH:21]=2)(=[O:25])=[O:24])[CH2:12][CH2:13]1. The yield is 0.910. (6) The reactants are CS(O[CH2:6][CH2:7][O:8][C:9]1[C:14]([CH3:15])=[CH:13][C:12]([C:16]2[NH:25][C:24](=[O:26])[C:23]3[C:18](=[CH:19][C:20]([O:29][CH3:30])=[CH:21][C:22]=3[O:27][CH3:28])[N:17]=2)=[CH:11][C:10]=1[CH3:31])(=O)=O.[CH3:32][NH2:33]. The catalyst is CCO. The product is [CH3:31][C:10]1[CH:11]=[C:12]([C:16]2[NH:25][C:24](=[O:26])[C:23]3[C:18](=[CH:19][C:20]([O:29][CH3:30])=[CH:21][C:22]=3[O:27][CH3:28])[N:17]=2)[CH:13]=[C:14]([CH3:15])[C:9]=1[O:8][CH2:7][CH2:6][NH:33][CH3:32]. The yield is 0.570. (7) The reactants are [F:1][C:2]([F:13])([F:12])[C:3]1[CH:4]=[C:5]([CH:8]=[CH:9][C:10]=1[OH:11])[CH:6]=O.[CH3:14][C:15]([CH3:17])=[O:16].[OH2:18]. The catalyst is C(O)(=O)C.Cl. The product is [F:1][C:2]([F:13])([F:12])[C:3]1[CH:4]=[C:5](/[CH:6]=[CH:9]/[C:10](=[O:18])/[CH:3]=[CH:4]/[C:5]2[CH:6]=[CH:17][C:15]([OH:16])=[C:14]([C:2]([F:1])([F:12])[F:13])[CH:8]=2)[CH:8]=[CH:9][C:10]=1[OH:11]. The yield is 0.320.